The task is: Predict the reactants needed to synthesize the given product.. This data is from Full USPTO retrosynthesis dataset with 1.9M reactions from patents (1976-2016). (1) The reactants are: [F:1][C:2]([F:17])([F:16])[C:3]([C:9]1[S:13][C:12]([CH2:14]O)=[N:11][CH:10]=1)([OH:8])[C:4]([F:7])([F:6])[F:5].C(N(CC)CC)C.CS(Cl)(=O)=O.[CH:30]1([CH2:33][NH:34][C:35]([NH:37][C:38]2[CH:43]=[CH:42][C:41]([C:44]([N:46]3[CH2:51][CH2:50][NH:49][CH2:48][CH2:47]3)=[O:45])=[CH:40][CH:39]=2)=[O:36])[CH2:32][CH2:31]1.C(=O)([O-])[O-].[K+].[K+]. Given the product [CH:30]1([CH2:33][NH:34][C:35]([NH:37][C:38]2[CH:39]=[CH:40][C:41]([C:44]([N:46]3[CH2:51][CH2:50][N:49]([CH2:14][C:12]4[S:13][C:9]([C:3]([OH:8])([C:4]([F:7])([F:6])[F:5])[C:2]([F:17])([F:16])[F:1])=[CH:10][N:11]=4)[CH2:48][CH2:47]3)=[O:45])=[CH:42][CH:43]=2)=[O:36])[CH2:31][CH2:32]1, predict the reactants needed to synthesize it. (2) Given the product [Cl:19][C:16]1[CH:17]=[CH:18][C:2]2[O:14][C:8]3[CH:9]=[C:10]([CH3:13])[CH:11]=[CH:12][C:7]=3[NH:6][C:4](=[O:5])[C:3]=2[CH:15]=1, predict the reactants needed to synthesize it. The reactants are: Cl[C:2]1[CH:18]=[CH:17][C:16]([Cl:19])=[CH:15][C:3]=1[C:4]([NH:6][C:7]1[CH:12]=[CH:11][C:10]([CH3:13])=[CH:9][C:8]=1[OH:14])=[O:5].[H-].[Na+]. (3) Given the product [CH3:1][O:2][CH2:3][O:4][C:5]1[CH:6]=[C:7](/[C:11](=[C:17](\[C:20]2[CH:21]=[CH:22][CH:23]=[CH:24][CH:25]=2)/[CH2:18][CH3:19])/[C:12]([OH:14])=[O:13])[CH:8]=[CH:9][CH:10]=1, predict the reactants needed to synthesize it. The reactants are: [CH3:1][O:2][CH2:3][O:4][C:5]1[CH:6]=[C:7](/[C:11](=[C:17](\[C:20]2[CH:25]=[CH:24][CH:23]=[CH:22][CH:21]=2)/[CH2:18][CH3:19])/[C:12]([O:14]CC)=[O:13])[CH:8]=[CH:9][CH:10]=1.[OH-].[Na+].Cl. (4) Given the product [CH3:18][C:14]1([CH3:17])[C:15](=[O:16])[N:11]([C:4]2[CH:5]=[CH:6][C:7]([CH:8]([CH3:9])[CH3:10])=[C:2]([NH:1][C:38](=[O:39])[CH2:37][Cl:36])[CH:3]=2)[C:12](=[O:26])[N:13]1[CH2:19][C:20]1[CH:21]=[CH:22][N:23]=[CH:24][CH:25]=1, predict the reactants needed to synthesize it. The reactants are: [NH2:1][C:2]1[CH:3]=[C:4]([N:11]2[C:15](=[O:16])[C:14]([CH3:18])([CH3:17])[N:13]([CH2:19][C:20]3[CH:25]=[CH:24][N:23]=[CH:22][CH:21]=3)[C:12]2=[O:26])[CH:5]=[CH:6][C:7]=1[CH:8]([CH3:10])[CH3:9].CCN(C(C)C)C(C)C.[Cl:36][CH2:37][C:38](Cl)=[O:39].Cl.